From a dataset of Full USPTO retrosynthesis dataset with 1.9M reactions from patents (1976-2016). Predict the reactants needed to synthesize the given product. (1) Given the product [CH3:28][C:23]1([CH3:29])[C:24]([CH3:27])([CH3:26])[O:25][B:21]([C:2]2[CH:7]=[CH:6][C:5]([C:8]3[NH:12][C:11]([C@@H:13]4[CH2:17][CH2:16][CH2:15][N:14]4[C:18](=[O:20])[CH3:19])=[N:10][CH:9]=3)=[CH:4][CH:3]=2)[O:22]1, predict the reactants needed to synthesize it. The reactants are: Br[C:2]1[CH:7]=[CH:6][C:5]([C:8]2[NH:12][C:11]([C@@H:13]3[CH2:17][CH2:16][CH2:15][N:14]3[C:18](=[O:20])[CH3:19])=[N:10][CH:9]=2)=[CH:4][CH:3]=1.[B:21]1([B:21]2[O:25][C:24]([CH3:27])([CH3:26])[C:23]([CH3:29])([CH3:28])[O:22]2)[O:25][C:24]([CH3:27])([CH3:26])[C:23]([CH3:29])([CH3:28])[O:22]1.C([O-])(=O)C.[K+]. (2) The reactants are: C[O:2][C:3]([C:5]1[C:10]([NH2:11])=[N:9][CH:8]=[CH:7][N:6]=1)=O.[H-].[Al+3].[Li+].[H-].[H-].[H-]. Given the product [NH2:11][C:10]1[C:5]([CH2:3][OH:2])=[N:6][CH:7]=[CH:8][N:9]=1, predict the reactants needed to synthesize it. (3) Given the product [Br:16][C:6]1[C:7]2[C:11]3[CH:12]=[CH:13][CH:14]=[CH:15][C:10]=3[S:9][C:8]=2[C:3]([O:2][CH3:1])=[CH:4][CH:5]=1, predict the reactants needed to synthesize it. The reactants are: [CH3:1][O:2][C:3]1[C:8]2[S:9][C:10]3[CH:15]=[CH:14][CH:13]=[CH:12][C:11]=3[C:7]=2[CH:6]=[CH:5][CH:4]=1.[Br:16]Br.O. (4) Given the product [CH3:12][N:4]1[CH:5]=[C:6]([CH2:7][C:8]([O:10][CH3:11])=[O:9])[C:2]([O:1][CH2:14][C:15]2[CH:16]=[CH:17][C:18]([O:19][CH2:20][C:21]3[N:22]=[C:23]([C:27]4[CH:32]=[CH:31][CH:30]=[CH:29][CH:28]=4)[O:24][C:25]=3[CH3:26])=[CH:33][CH:34]=2)=[N:3]1, predict the reactants needed to synthesize it. The reactants are: [OH:1][C:2]1[C:6]([CH2:7][C:8]([O:10][CH3:11])=[O:9])=[CH:5][N:4]([CH3:12])[N:3]=1.Cl[CH2:14][C:15]1[CH:34]=[CH:33][C:18]([O:19][CH2:20][C:21]2[N:22]=[C:23]([C:27]3[CH:32]=[CH:31][CH:30]=[CH:29][CH:28]=3)[O:24][C:25]=2[CH3:26])=[CH:17][CH:16]=1.C(=O)([O-])[O-].[K+].[K+].CN(C)C=O. (5) Given the product [CH3:17][O:18][C:19]1[CH:20]=[C:21]([CH:22]=[CH:23][C:24]=1[N+:25]([O-:27])=[O:26])[O:28][CH2:30][C:31]([O:33][CH3:34])=[O:32], predict the reactants needed to synthesize it. The reactants are: N(/C(OC(C)(C)C)=O)=N\C(OC(C)(C)C)=O.[CH3:17][O:18][C:19]1[CH:20]=[C:21]([OH:28])[CH:22]=[CH:23][C:24]=1[N+:25]([O-:27])=[O:26].O[CH2:30][C:31]([O:33][CH3:34])=[O:32].C1(P(C2C=CC=CC=2)C2C=CC=CC=2)C=CC=CC=1. (6) Given the product [CH2:35]([O:8][C:7]1[C:2]([F:1])=[C:3]([CH2:9][NH:10][C:11]([C:13]2[CH:14]=[C:15]3[C:20](=[CH:21][CH:22]=2)[N:19]=[CH:18][CH:17]=[CH:16]3)=[O:12])[CH:4]=[CH:5][CH:6]=1)[CH:36]=[CH:37][CH2:38][CH3:39], predict the reactants needed to synthesize it. The reactants are: [F:1][C:2]1[C:7]([OH:8])=[CH:6][CH:5]=[CH:4][C:3]=1[CH2:9][NH:10][C:11]([C:13]1[CH:14]=[C:15]2[C:20](=[CH:21][CH:22]=1)[N:19]=[CH:18][CH:17]=[CH:16]2)=[O:12].C(=O)([O-])[O-].[K+].[K+].CN(C=O)C.Br[CH2:35][CH2:36][CH:37]=[CH:38][CH3:39]. (7) Given the product [Cl:11][C:12]1[N:13]=[C:14]([N:22]([O:23][CH3:24])[CH3:25])[N:15]=[C:16]([N:18]([CH2:19][CH2:20][CH3:21])[C:26](=[O:28])[CH3:27])[N:17]=1, predict the reactants needed to synthesize it. The reactants are: C[Si]([N-][Si](C)(C)C)(C)C.[Li+].[Cl:11][C:12]1[N:17]=[C:16]([NH:18][CH2:19][CH2:20][CH3:21])[N:15]=[C:14]([N:22]([CH3:25])[O:23][CH3:24])[N:13]=1.[C:26](Cl)(=[O:28])[CH3:27].C([O-])(O)=O.[Na+]. (8) Given the product [F:28][C:2]([F:27])([F:1])[C:3]1[CH:4]=[CH:5][C:6]([C:9]2[CH:14]=[CH:13][CH:12]=[CH:11][C:10]=2[C:15]([NH:17][C:18]2[CH:19]=[CH:20][C:21]([C:22]([NH:29][CH2:30][CH2:31][C:32]3[N:37]=[C:36]([NH:38][C:39](=[O:45])[O:40][C:41]([CH3:43])([CH3:42])[CH3:44])[CH:35]=[CH:34][CH:33]=3)=[O:24])=[CH:25][CH:26]=2)=[O:16])=[CH:7][CH:8]=1, predict the reactants needed to synthesize it. The reactants are: [F:1][C:2]([F:28])([F:27])[C:3]1[CH:8]=[CH:7][C:6]([C:9]2[CH:14]=[CH:13][CH:12]=[CH:11][C:10]=2[C:15]([NH:17][C:18]2[CH:26]=[CH:25][C:21]([C:22]([OH:24])=O)=[CH:20][CH:19]=2)=[O:16])=[CH:5][CH:4]=1.[NH2:29][CH2:30][CH2:31][C:32]1[N:37]=[C:36]([NH:38][C:39](=[O:45])[O:40][C:41]([CH3:44])([CH3:43])[CH3:42])[CH:35]=[CH:34][CH:33]=1.C1C=CC2N(O)N=NC=2C=1.CCN=C=NCCCN(C)C.Cl. (9) Given the product [CH3:38][O:37][C:25]1[C:17]([C:12]([C:11]2[NH:1][C:2]3[CH:7]=[CH:6][C:5]([C:8]#[N:9])=[CH:4][C:3]=3[N:10]=2)([CH2:13][CH:14]=[CH2:15])[CH3:16])=[C:18]2[C:22](=[C:23]([CH3:28])[CH:24]=1)[NH:21][CH:20]=[CH:19]2, predict the reactants needed to synthesize it. The reactants are: [NH2:1][C:2]1[CH:7]=[CH:6][C:5]([C:8]#[N:9])=[CH:4][C:3]=1[NH:10][C:11](=O)[C:12]([C:17]1[C:25](OC)=[CH:24][C:23]([CH3:28])=[C:22]2[C:18]=1[CH:19]=[CH:20][N:21]2C(OC(C)(C)C)=O)([CH3:16])[CH2:13][CH:14]=[CH2:15].[OH2:37].[C:38]1(C)C=CC(S(O)(=O)=O)=CC=1. (10) Given the product [CH:18]1([CH2:24][NH:25][C:8]2[CH:9]=[CH:10][C:5]([C:4]([N:3]([CH2:16][CH3:17])[CH2:1][CH3:2])=[O:15])=[CH:6][C:7]=2[N+:12]([O-:14])=[O:13])[CH2:23][CH2:22][CH2:21][CH2:20][CH2:19]1, predict the reactants needed to synthesize it. The reactants are: [CH2:1]([N:3]([CH2:16][CH3:17])[C:4](=[O:15])[C:5]1[CH:10]=[CH:9][C:8](F)=[C:7]([N+:12]([O-:14])=[O:13])[CH:6]=1)[CH3:2].[CH:18]1([CH2:24][NH2:25])[CH2:23][CH2:22][CH2:21][CH2:20][CH2:19]1.